This data is from CYP2D6 inhibition data for predicting drug metabolism from PubChem BioAssay. The task is: Regression/Classification. Given a drug SMILES string, predict its absorption, distribution, metabolism, or excretion properties. Task type varies by dataset: regression for continuous measurements (e.g., permeability, clearance, half-life) or binary classification for categorical outcomes (e.g., BBB penetration, CYP inhibition). Dataset: cyp2d6_veith. (1) The molecule is NC(N)=N/N=C(/c1ccccc1)c1ccc(O)cc1O. The result is 1 (inhibitor). (2) The drug is C#CCn1c(=O)c2c(ncn2C)n(C)c1=O. The result is 0 (non-inhibitor). (3) The molecule is CC1(C)O[C@@H]2O[C@H]([C@H](O)CO/N=C3\[C@@H]4CCn5c(=O)n(-c6ccccc6)c(=O)n5[C@H]4[C@H](O)[C@H]4O[C@H]34)[C@@H](O)[C@@H]2O1. The result is 0 (non-inhibitor). (4) The compound is CCCN(CCC)CCNC(=O)C1CCCN(S(=O)(=O)c2ccc3c(c2)oc(=O)n3C)C1. The result is 0 (non-inhibitor).